Predict the product of the given reaction. From a dataset of Forward reaction prediction with 1.9M reactions from USPTO patents (1976-2016). Given the reactants Br[C:2]1[CH:3]=[CH:4][C:5]2[N:6]([C:8]([C:11]#[N:12])=[CH:9][N:10]=2)[N:7]=1.[CH3:13][O:14][C:15]1[C:20]([NH:21][S:22]([CH:25]2[CH2:27][CH2:26]2)(=[O:24])=[O:23])=[CH:19][C:18](B2OC(C)(C)C(C)(C)O2)=[CH:17][N:16]=1.C([O-])([O-])=O.[Na+].[Na+].C(Cl)Cl, predict the reaction product. The product is: [C:11]([C:8]1[N:6]2[N:7]=[C:2]([C:18]3[CH:19]=[C:20]([NH:21][S:22]([CH:25]4[CH2:26][CH2:27]4)(=[O:24])=[O:23])[C:15]([O:14][CH3:13])=[N:16][CH:17]=3)[CH:3]=[CH:4][C:5]2=[N:10][CH:9]=1)#[N:12].